From a dataset of Reaction yield outcomes from USPTO patents with 853,638 reactions. Predict the reaction yield, written as a fraction of the theoretical maximum amount of product (1.0 means a 100% yield; for example, 0.34 means a 34% yield). (1) The reactants are [Cl:1][C:2]1[CH:3]=[C:4]([C:9]([C:12]2[N:16]([C:17]3[CH:22]=[CH:21][C:20]([F:23])=[C:19]([O:24][CH3:25])[CH:18]=3)[C:15]([S:26][CH2:27][C:28]3[C:42]([F:43])=[CH:41][C:31]([C:32]([NH:34][CH2:35][CH2:36][C:37]([O:39]C)=[O:38])=[O:33])=[CH:30][C:29]=3[F:44])=[N:14][CH:13]=2)([CH3:11])[CH3:10])[CH:5]=[CH:6][C:7]=1[Cl:8].[OH-].[Na+].Cl. The catalyst is CO. The product is [Cl:1][C:2]1[CH:3]=[C:4]([C:9]([C:12]2[N:16]([C:17]3[CH:22]=[CH:21][C:20]([F:23])=[C:19]([O:24][CH3:25])[CH:18]=3)[C:15]([S:26][CH2:27][C:28]3[C:42]([F:43])=[CH:41][C:31]([C:32]([NH:34][CH2:35][CH2:36][C:37]([OH:39])=[O:38])=[O:33])=[CH:30][C:29]=3[F:44])=[N:14][CH:13]=2)([CH3:10])[CH3:11])[CH:5]=[CH:6][C:7]=1[Cl:8]. The yield is 0.400. (2) The reactants are [NH2:1][C@@:2]([C:17]1[CH:22]=[C:21]([Br:23])[C:20]([F:24])=[CH:19][C:18]=1[F:25])([CH3:16])[C:3]([F:15])([F:14])[C:4]([CH3:13])([O:6][CH2:7][C:8](OCC)=[O:9])[CH3:5].CCCCCCC. The catalyst is C(OCC)(=O)C. The product is [Br:23][C:21]1[C:20]([F:24])=[CH:19][C:18]([F:25])=[C:17]([C@:2]2([CH3:16])[C:3]([F:15])([F:14])[C:4]([CH3:13])([CH3:5])[O:6][CH2:7][C:8](=[O:9])[NH:1]2)[CH:22]=1. The yield is 0.630. (3) The reactants are [OH:1][C@H:2]1[CH2:7][CH2:6][C@H:5]([N:8]2[C:13](=[O:14])[C:12]([CH2:15][C:16]3[CH:21]=[CH:20][C:19]([C:22]4[C:23]([C:28]#[N:29])=[CH:24][CH:25]=[CH:26][CH:27]=4)=[CH:18][CH:17]=3)=[C:11]([CH2:30][CH2:31][CH3:32])[N:10]3[N:33]=[CH:34][CH:35]=[C:9]23)[CH2:4][CH2:3]1.[N+](=[C:38]([CH3:44])[C:39](OCC)=O)=[N-].[C:45](OCC)(=O)[CH3:46].[OH2:51]. The catalyst is C(Cl)Cl.C([O-])(=O)C.[Rh+3].C([O-])(=O)C.C([O-])(=O)C. The product is [OH:51][C:38]([CH3:39])([CH3:44])[CH:45]([CH3:46])[O:1][C@H:2]1[CH2:3][CH2:4][C@H:5]([N:8]2[C:13](=[O:14])[C:12]([CH2:15][C:16]3[CH:21]=[CH:20][C:19]([C:22]4[C:23]([C:28]#[N:29])=[CH:24][CH:25]=[CH:26][CH:27]=4)=[CH:18][CH:17]=3)=[C:11]([CH2:30][CH2:31][CH3:32])[N:10]3[N:33]=[CH:34][CH:35]=[C:9]23)[CH2:6][CH2:7]1. The yield is 0.840. (4) The reactants are [CH:1]1[C:7](=O)[NH:6][C:4](=[O:5])[N:3]([C@@H:9]2[O:13][C@H:12]([CH2:14][OH:15])[C@@H:11]([OH:16])[C@@H:10]2[OH:17])[CH:2]=1.[NH:18]1C=[C-]N=N1.[OH-].[NH4+].N1C=NC=N1.C(N(CC)CC)C.O=P(Cl)(Cl)Cl. The catalyst is C(#N)C.CCOC(C)=O. The product is [CH:1]1[C:7]([NH2:18])=[N:6][C:4](=[O:5])[N:3]([C@@H:9]2[O:13][C@H:12]([CH2:14][OH:15])[C@@H:11]([OH:16])[C@@H:10]2[OH:17])[CH:2]=1. The yield is 0.800. (5) The reactants are O=P(Cl)(Cl)Cl.CN([CH:9]=[O:10])C.[CH2:11]1[CH2:19][O:18][C:17]2[C:13](=[CH:14][NH:15][CH:16]=2)[O:12]1.[OH-].[Na+]. The catalyst is C(Cl)Cl. The product is [CH:9]([C:14]1[NH:15][CH:16]=[C:17]2[O:18][CH2:19][CH2:11][O:12][C:13]=12)=[O:10]. The yield is 0.650. (6) The reactants are [CH3:1][O:2][C:3]1[C:4]([NH:14][C:15](=[O:19])OCC)=[N:5][C:6]2[C:11]([N:12]=1)=[CH:10][C:9]([CH3:13])=[CH:8][CH:7]=2.[CH3:20][C:21]1[CH:26]=[CH:25][CH:24]=[CH:23][C:22]=1[N:27]1[CH2:32][CH2:31][NH:30][CH2:29][CH2:28]1. No catalyst specified. The product is [CH3:1][O:2][C:3]1[C:4]([NH:14][C:15]([N:30]2[CH2:31][CH2:32][N:27]([C:22]3[CH:23]=[CH:24][CH:25]=[CH:26][C:21]=3[CH3:20])[CH2:28][CH2:29]2)=[O:19])=[N:5][C:6]2[C:11]([N:12]=1)=[CH:10][C:9]([CH3:13])=[CH:8][CH:7]=2. The yield is 0.840. (7) The reactants are [O:1]1[CH2:6][CH2:5][O:4][C:3]2[CH:7]=[C:8]([C:11](=[O:13])[CH3:12])[CH:9]=[CH:10][C:2]1=2.[H-].[Na+].[N:16]1[CH:21]=[CH:20][CH:19]=[CH:18][C:17]=1[C:22](OCC)=[O:23]. The catalyst is C1COCC1. The product is [O:1]1[CH2:6][CH2:5][O:4][C:3]2[CH:7]=[C:8]([C:11](=[O:13])[CH2:12][C:22]([C:17]3[CH:18]=[CH:19][CH:20]=[CH:21][N:16]=3)=[O:23])[CH:9]=[CH:10][C:2]1=2. The yield is 0.710.